Dataset: Forward reaction prediction with 1.9M reactions from USPTO patents (1976-2016). Task: Predict the product of the given reaction. (1) Given the reactants [Si]([O:8][CH2:9][CH:10]([N:14]1[CH:18]=[C:17]([C:19]2[N:24]3[CH:25]=[CH:26][N:27]=[C:23]3[CH:22]=[C:21]([C:28]3[CH:29]=[N:30][N:31]([CH3:33])[CH:32]=3)[N:20]=2)[CH:16]=[N:15]1)[CH:11]1[CH2:13][CH2:12]1)(C(C)(C)C)(C)C.CCCC[N+](CCCC)(CCCC)CCCC.[F-].CO, predict the reaction product. The product is: [CH:11]1([CH:10]([N:14]2[CH:18]=[C:17]([C:19]3[N:24]4[CH:25]=[CH:26][N:27]=[C:23]4[CH:22]=[C:21]([C:28]4[CH:29]=[N:30][N:31]([CH3:33])[CH:32]=4)[N:20]=3)[CH:16]=[N:15]2)[CH2:9][OH:8])[CH2:13][CH2:12]1. (2) Given the reactants [C:1]([O:5][C:6](=[O:23])[NH:7][CH:8]([C:15]1[CH:20]=[CH:19][C:18]([Cl:21])=[C:17]([Cl:22])[CH:16]=1)[C:9](=[O:14])N(OC)C)([CH3:4])([CH3:3])[CH3:2].Br[C:25]1[CH:30]=[CH:29][C:28]([O:31][CH:32]2[CH2:37][CH2:36][O:35][CH2:34][CH2:33]2)=[CH:27][N:26]=1, predict the reaction product. The product is: [C:1]([O:5][C:6](=[O:23])[NH:7][CH:8]([C:15]1[CH:20]=[CH:19][C:18]([Cl:21])=[C:17]([Cl:22])[CH:16]=1)[C:9](=[O:14])[C:25]1[CH:30]=[CH:29][C:28]([O:31][CH:32]2[CH2:37][CH2:36][O:35][CH2:34][CH2:33]2)=[CH:27][N:26]=1)([CH3:2])([CH3:3])[CH3:4]. (3) Given the reactants CO[C:3]([O:6][CH3:7])([CH3:5])[CH3:4].[CH2:8]([O:10][C:11]([C:13]1[C:22](=[O:23])[C:21]2[C:16](=[C:17](CO)[CH:18]=[C:19]([I:24])[CH:20]=2)[NH:15][CH:14]=1)=[O:12])[CH3:9].CN(C=[O:31])C, predict the reaction product. The product is: [CH2:8]([O:10][C:11]([C:13]1[C:22](=[O:23])[C:21]2[C:16]3=[C:17]([C:7](=[O:31])[O:6][C:3]([CH3:4])([CH3:5])[N:15]3[CH:14]=1)[CH:18]=[C:19]([I:24])[CH:20]=2)=[O:12])[CH3:9]. (4) The product is: [Cl:4][C:5]1[CH:10]=[CH:9][C:8]([NH:11][C:12]2[C:13]3[CH:24]=[CH:23][N:22]([CH2:25][CH3:26])[C:14]=3[N:15]=[C:16]([C:1]#[N:2])[N:17]=2)=[CH:7][CH:6]=1. Given the reactants [C-:1]#[N:2].[Na+].[Cl:4][C:5]1[CH:10]=[CH:9][C:8]([NH:11][C:12]2[C:13]3[CH:24]=[CH:23][N:22]([CH2:25][CH3:26])[C:14]=3[N:15]=[C:16](S(C)(=O)=O)[N:17]=2)=[CH:7][CH:6]=1, predict the reaction product. (5) Given the reactants C(OCC)=O.[C:6]1(=[O:11])[O:10][CH2:9][CH2:8][CH2:7]1.[CH3:12]C(C)([O-])C.[K+].[NH2:18][C:19]([NH2:21])=[S:20], predict the reaction product. The product is: [OH:10][CH2:9][CH2:8][C:7]1[C:6](=[O:11])[NH:18][C:19](=[S:20])[NH:21][CH:12]=1. (6) Given the reactants [C:1](C=P(CCCC)(CCCC)CCCC)#N.[C:17]([C:19]1[CH:50]=[CH:49][C:22]([O:23][CH2:24][CH2:25][N:26]2[CH2:33][CH:32]3[O:34][CH:28]([CH2:29][N:30]([CH2:35][CH2:36][NH:37][S:38]([C:41]4[CH:46]=[CH:45][C:44]([F:47])=[CH:43][C:42]=4[F:48])(=[O:40])=[O:39])[CH2:31]3)[CH2:27]2)=[C:21]([F:51])[CH:20]=1)#[N:18].C1COCC1, predict the reaction product. The product is: [C:17]([C:19]1[CH:50]=[CH:49][C:22]([O:23][CH2:24][CH2:25][N:26]2[CH2:33][CH:32]3[O:34][CH:28]([CH2:29][N:30]([CH2:35][CH2:36][N:37]([CH3:1])[S:38]([C:41]4[CH:46]=[CH:45][C:44]([F:47])=[CH:43][C:42]=4[F:48])(=[O:40])=[O:39])[CH2:31]3)[CH2:27]2)=[C:21]([F:51])[CH:20]=1)#[N:18]. (7) Given the reactants [C:1]([NH:5][C:6]1[N:7]=[C:8](Cl)[CH:9]=[C:10]2[C:15]=1[C:14](=[O:16])[N:13]([CH2:17][CH2:18][OH:19])[CH:12]=[CH:11]2)([CH3:4])([CH3:3])[CH3:2].CC1(C)C(C)(C)OB([C:29]2[CH:30]=[N:31][C:32]([NH2:35])=[N:33][CH:34]=2)O1.C([O-])([O-])=O.[K+].[K+].CC(O)C, predict the reaction product. The product is: [NH2:35][C:32]1[N:33]=[CH:34][C:29]([C:8]2[CH:9]=[C:10]3[C:15](=[C:6]([NH:5][C:1]([CH3:4])([CH3:3])[CH3:2])[N:7]=2)[C:14](=[O:16])[N:13]([CH2:17][CH2:18][OH:19])[CH:12]=[CH:11]3)=[CH:30][N:31]=1.